This data is from Catalyst prediction with 721,799 reactions and 888 catalyst types from USPTO. The task is: Predict which catalyst facilitates the given reaction. (1) Reactant: ClC(Cl)(Cl)C(=N)O[CH:5]([C:9]1[CH:14]=[CH:13][C:12]([Br:15])=[CH:11][CH:10]=1)[CH:6]([CH3:8])[CH3:7].[C:19]([CH2:21][NH:22][C:23](=[O:30])[C@@H:24]([OH:29])[CH2:25][CH:26]([CH3:28])[CH3:27])#[N:20].CC1C=CC(S([O-])(=O)=O)=CC=1.C1C=C[NH+]=CC=1.CC(C)=O.CCOC(C)=O. Product: [Br:15][C:12]1[CH:13]=[CH:14][C:9]([CH:5]([O:29][C@@H:24]([CH2:25][CH:26]([CH3:27])[CH3:28])[C:23]([NH:22][CH2:21][C:19]#[N:20])=[O:30])[CH:6]([CH3:8])[CH3:7])=[CH:10][CH:11]=1. The catalyst class is: 91. (2) Reactant: [F:1][C:2]([F:7])([F:6])[C:3]([OH:5])=[O:4].[S:8]1[CH:12]=[CH:11][N:10]=[C:9]1[C:13]1[CH:18]=[CH:17][CH:16]=[CH:15][C:14]=1[NH:19][C:20]([O:22][CH2:23][CH:24]1[CH2:29][CH2:28][N:27](C(OC(C)(C)C)=O)[CH2:26][CH2:25]1)=[O:21]. Product: [F:1][C:2]([F:7])([F:6])[C:3]([OH:5])=[O:4].[S:8]1[CH:12]=[CH:11][N:10]=[C:9]1[C:13]1[CH:18]=[CH:17][CH:16]=[CH:15][C:14]=1[NH:19][C:20](=[O:21])[O:22][CH2:23][CH:24]1[CH2:29][CH2:28][NH:27][CH2:26][CH2:25]1. The catalyst class is: 4. (3) Reactant: [H-].[Na+].[CH2:3]([N:10]1[CH2:15][CH2:14][C@H:13]([C@@H:16]([OH:18])[CH3:17])[C@@H:12]([C:19]2[CH:24]=[CH:23][C:22]([Cl:25])=[CH:21][CH:20]=2)[CH2:11]1)[C:4]1[CH:9]=[CH:8][CH:7]=[CH:6][CH:5]=1.Cl[C:27]1[CH:32]=[CH:31][C:30]([Cl:33])=[CH:29][N:28]=1. Product: [CH2:3]([N:10]1[CH2:15][CH2:14][C@H:13]([C@H:16]([O:18][C:27]2[CH:32]=[CH:31][C:30]([Cl:33])=[CH:29][N:28]=2)[CH3:17])[C@@H:12]([C:19]2[CH:24]=[CH:23][C:22]([Cl:25])=[CH:21][CH:20]=2)[CH2:11]1)[C:4]1[CH:5]=[CH:6][CH:7]=[CH:8][CH:9]=1. The catalyst class is: 3. (4) Reactant: [CH2:1]([O:3][C:4]1[N:8]([CH2:9][C:10]2[CH:15]=[CH:14][C:13]([C:16]3[CH:21]=[CH:20][CH:19]=[CH:18][C:17]=3[C:22](=[N:24][OH:25])[NH2:23])=[CH:12][CH:11]=2)[C:7]2[C:26]([C:30]([O:32][CH2:33][C:34]3[O:35][C:36](=[O:40])[O:37][C:38]=3[CH3:39])=[O:31])=[CH:27][CH:28]=[CH:29][C:6]=2[N:5]=1)[CH3:2].C(N(CC)CC)C.Cl[C:49]([O:51][CH2:52][CH3:53])=[O:50].C(=O)(O)[O-].[Na+]. Product: [CH2:1]([O:3][C:4]1[N:8]([CH2:9][C:10]2[CH:11]=[CH:12][C:13]([C:16]3[CH:21]=[CH:20][CH:19]=[CH:18][C:17]=3[C:22](=[N:24][O:25][C:49]([O:51][CH2:52][CH3:53])=[O:50])[NH2:23])=[CH:14][CH:15]=2)[C:7]2[C:26]([C:30]([O:32][CH2:33][C:34]3[O:35][C:36](=[O:40])[O:37][C:38]=3[CH3:39])=[O:31])=[CH:27][CH:28]=[CH:29][C:6]=2[N:5]=1)[CH3:2]. The catalyst class is: 46. (5) Product: [CH3:13][N:14]1[CH2:19][CH2:18][CH2:17][CH:16]([CH2:20][N:21]2[CH2:26][CH2:25][N:24]([C:2]([O:4][C:5]3[CH:10]=[CH:9][C:8]([Cl:11])=[C:7]([Cl:12])[CH:6]=3)=[O:3])[CH2:23][CH2:22]2)[CH2:15]1. The catalyst class is: 4. Reactant: Cl[C:2]([O:4][C:5]1[CH:10]=[CH:9][C:8]([Cl:11])=[C:7]([Cl:12])[CH:6]=1)=[O:3].[CH3:13][N:14]1[CH2:19][CH2:18][CH2:17][CH:16]([CH2:20][N:21]2[CH2:26][CH2:25][NH:24][CH2:23][CH2:22]2)[CH2:15]1.C(N(CC)C(C)C)(C)C.C(=O)(O)[O-].[Na+]. (6) Reactant: [NH2:1][CH2:2][CH2:3][N:4]1[CH:12]=[C:11]2[C:6]([N:7]=[C:8]([C:26]3[CH:31]=[CH:30][C:29]([F:32])=[CH:28][CH:27]=3)[C:9]([C:20]3[CH:25]=[CH:24][N:23]=[CH:22][CH:21]=3)=[C:10]2[C:13]2[CH:18]=[CH:17][C:16]([F:19])=[CH:15][CH:14]=2)=[N:5]1.[CH:33]([N:36]=[C:37]=[O:38])([CH3:35])[CH3:34]. Product: [F:19][C:16]1[CH:17]=[CH:18][C:13]([C:10]2[C:11]3[C:6](=[N:5][N:4]([CH2:3][CH2:2][NH:1][C:37]([NH:36][CH:33]([CH3:35])[CH3:34])=[O:38])[CH:12]=3)[N:7]=[C:8]([C:26]3[CH:27]=[CH:28][C:29]([F:32])=[CH:30][CH:31]=3)[C:9]=2[C:20]2[CH:25]=[CH:24][N:23]=[CH:22][CH:21]=2)=[CH:14][CH:15]=1. The catalyst class is: 3. (7) Reactant: [Cl:1][C:2]1[CH:18]=[CH:17][C:5]2[CH2:6][CH2:7][N:8](C(=O)C(F)(F)F)[CH2:9][CH2:10][C:4]=2[C:3]=1[NH:19][CH2:20][C:21]1[CH:26]=[CH:25][C:24]([CH2:27][S:28]([CH2:31][C:32]([CH3:35])([CH3:34])[CH3:33])(=[O:30])=[O:29])=[CH:23][CH:22]=1.O[Li].O. Product: [Cl:1][C:2]1[CH:18]=[CH:17][C:5]2[CH2:6][CH2:7][NH:8][CH2:9][CH2:10][C:4]=2[C:3]=1[NH:19][CH2:20][C:21]1[CH:26]=[CH:25][C:24]([CH2:27][S:28]([CH2:31][C:32]([CH3:35])([CH3:34])[CH3:33])(=[O:30])=[O:29])=[CH:23][CH:22]=1. The catalyst class is: 5. (8) Reactant: [Br:1][C:2]1[CH:3]=[C:4]([B:8](O)O)[CH:5]=[CH:6][CH:7]=1.[C:11]1([NH2:22])[C:20]2[C:15](=[CH:16][CH:17]=[CH:18][C:19]=2[NH2:21])[CH:14]=[CH:13][CH:12]=1. Product: [Br:1][C:2]1[CH:3]=[C:4]([B:8]2[NH:22][C:11]3[C:20]4[C:15]([CH:14]=[CH:13][CH:12]=3)=[CH:16][CH:17]=[CH:18][C:19]=4[NH:21]2)[CH:5]=[CH:6][CH:7]=1. The catalyst class is: 11. (9) Reactant: [CH3:1][O:2][C:3]([C:5]1[CH:6]=[C:7]([CH3:31])[C:8]2[O:14][C:13]3[C:15]([Cl:27])=[CH:16][C:17]([NH:19][C:20](=[O:26])[CH2:21][O:22][C:23](=[O:25])[CH3:24])=[CH:18][C:12]=3[CH2:11][S:10](=[O:29])(=[O:28])[C:9]=2[CH:30]=1)=[O:4].COC(C1C=C(C)C2OC3C(Cl)=CC(NC(=O)CCl)=CC=3CS(=O)(=O)C=2C=1)=O. Product: [CH3:1][O:2][C:3]([C:5]1[CH:6]=[C:7]([CH3:31])[C:8]2[O:14][C:13]3[C:15]([Cl:27])=[CH:16][C:17]([NH:19][C:20](=[O:26])[CH2:21][O:22][C:23](=[O:25])[CH3:24])=[CH:18][C:12]=3[CH2:11][S:10](=[O:29])(=[O:28])[C:9]=2[CH:30]=1)=[O:4].[CH3:1][O:2][C:3]([C:5]1[CH:6]=[C:7]([CH3:31])[C:8]2[O:14][C:13]3[C:15]([Cl:27])=[CH:16][C:17]([NH:19][C:20](=[O:26])[CH2:21][OH:22])=[CH:18][C:12]=3[CH2:11][S:10](=[O:29])(=[O:28])[C:9]=2[CH:30]=1)=[O:4]. The catalyst class is: 136.